From a dataset of Human Reference Interactome with 51,813 positive PPI pairs across 8,248 proteins, plus equal number of experimentally-validated negative pairs. Binary Classification. Given two protein amino acid sequences, predict whether they physically interact or not. (1) Protein 1 (ENSG00000174564) has sequence MQTFTMVLEEIWTSLFMWFFYALIPCLLTDEVAILPAPQNLSVLSTNMKHLLMWSPVIAPGETVYYSVEYQGEYESLYTSHIWIPSSWCSLTEGPECDVTDDITATVPYNLRVRATLGSQTSAWSILKHPFNRNSTILTRPGMEITKDGFHLVIELEDLGPQFEFLVAYWRREPGAEEHVKMVRSGGIPVHLETMEPGAAYCVKAQTFVKAIGRYSAFSQTECVEVQGEAIPLVLALFAFVGFMLILVVVPLFVWKMGRLLQYSCCPVVVLPDTLKITNSPQKLISCRREEVDACATAVM.... Protein 2 (ENSG00000130558) has sequence MPGRWRWQRDMHPARKLLSLLFLILMGTELTQVLPTNPEESWQVYSSAQDSEGRCICTVVAPQQTMCSRDARTKQLRQLLEKVQNMSQSIEVLDRRTQRDLQYVEKMENQMKGLESKFKQVEESHKQHLARQFKAIKAKMDELRPLIPVLEEYKADAKLVLQFKEEVQNLTSVLNELQEEIGAYDYDELQSRVSNLEERLRACMQKLACGKLTGISDPVTVKTSGSRFGSWMTDPLAPEGDNRVWYMDGYHNNRFVREYKSMVDFMNTDNFTSHRLPHPWSGTGQVVYNGSIYFNKFQSH.... Result: 0 (the proteins do not interact). (2) Protein 1 (ENSG00000146425) has sequence MEDYQAAEETAFVVDEVSNIVKEAIESAIGGNAYQHSKVNQWTTNVVEQTLSQLTKLGKPFKYIVTCVIMQKNGAGLHTASSCFWDSSTDGSCTVRWENKTMYCIVSAFGLSI*. Protein 2 (ENSG00000168306) has sequence MGSPVHRVSLGDTWSRQMHPDIESERYMQSFDVERLTNILDGGAQNTALRRKVESIIHSYPEFSCKDNYFMTQNERYKAAMRRAFHIRLIARRLGWLEDGRELGYAYRALSGDVALNIHRVFVRALRSLGSEEQIAKWDPLCKNIQIIATYAQTELGHGTYLQGLETEATYDAATQEFVIHSPTLTATKWWPGDLGRSATHALVQAQLICSGARRGMHAFIVPIRSLQDHTPLPGIIIGDIGPKMDFDQTDNGFLQLNHVRVPRENMLSRFAQVLPDGTYVKLGTAQSNYLPMVVVRVEL.... Result: 1 (the proteins interact). (3) Protein 1 (ENSG00000135316) has sequence MATEHVNGNGTEEPMDTTSAVIHSENFQTLLDAGLPQKVAEKLDEIYVAGLVAHSDLDERAIEALKEFNEDGALAVLQQFKDSDLSHVQNKSAFLCGVMKTYRQREKQGTKVADSSKGPDEAKIKALLERTGYTLDVTTGQRKYGGPPPDSVYSGQQPSVGTEIFVGKIPRDLFEDELVPLFEKAGPIWDLRLMMDPLTGLNRGYAFVTFCTKEAAQEAVKLYNNHEIRSGKHIGVCISVANNRLFVGSIPKSKTKEQILEEFSKVTEGLTDVILYHQPDDKKKNRGFCFLEYEDHKTAA.... Protein 2 (ENSG00000164185) has sequence MERGKKKRISNKLQQTFHHSKEPTFLINQAGLLSSDSYSSLSPETESVNPGENIKTDTQKKRPGTVILSKLSSRRIISESQLSPPVIPARRPGFRVCYICGREFGSQSIAIHEPQCLQKWHIENSKLPKHLRRPEPSKPQSLSSSGSYSLQATNEAAFQSAQAQLLPCESCGRTFLPDHLLVHHRSCKPKGEGPRAPHSNSSDHLTGLKKACSGTPARPRTVICYICGKEFGTLSLPIHEPKCLEKWKMENDRLPVELHQPLPQKPQPLPNAQSSQAGPNQAQLVFCPHCSRIFTSDRLL.... Result: 0 (the proteins do not interact). (4) Protein 1 (ENSG00000160753) has sequence MAEAQSGTGQLQEQKKGLLIAVSVSVDKIISHFGAARNLVQKAQLGDSRLSPDVGHLVLTTLCPALHALVADGLKPFRKDLITGQRRSSPWSVVEASVKPGSSTRSLGTLYSQVSRLAPLSSSRSRFHAFILGLLNTKQLELWFSSLQEDAGLLSLLYLPTGFFSLARGGCPSLSTELLLLLQPLSVLTFHLDLLFEHHHHLPLGPPQAPAPPGPPPALQQTMQAMLHFGGRLAQSLRGTSKEAASDPSDSPNLPTPGSWWEQLTQASRVYASGGTEGFPLSRWAPGRHGTAAEEGAQER.... Protein 2 (ENSG00000184381) has sequence MQFFGRLVNTFSGVTNLFSNPFRVKEVAVADYTSSDRVREEGQLILFQNTPNRTWDCVLVNPRNSQSGFRLFQLELEADALVNFHQYSSQLLPFYESSPQVLHTEVLQHLTDLIRNHPSWSVAHLAVELGIRECFHHSRIISCANCAENEEGCTPLHLACRKGDGEILVELVQYCHTQMDVTDYKGETVFHYAVQGDNSQVLQLLGRNAVAGLNQVNNQGLTPLHLACQLGKQEMVRVLLLCNARCNIMGPNGYPIHSAMKFSQKGCAEMIISMDSSQIHSKDPRYGASPLHWAKNAEMA.... Result: 1 (the proteins interact). (5) Protein 1 (ENSG00000105514) has sequence MASAGDTQAGPRDAADQNFDYMFKLLLIGNSSVGKTSFLFRYADDSFTPAFVSTVGIDFKVKTVYRHDKRIKLQIWDTAGQERYRTITTAYYRGAMGFLLMYDIANQESFAAVQDWATQIKTYSWDNAQVILVGNKCDLEDERVVPAEDGRRLADDLGFEFFEASAKENINVKQVFERLVDVICEKMNESLEPSSSSGSNGKGPAVGDAPAPQPSSCSC*. Protein 2 (ENSG00000133980) has sequence MTSRNQLVQKVLQELQEAVECEGLEGLIGASLEAKQVLSSFTLPTCREGGPGLQVLEVDSVALSLYPEDAPRNMLPLVCKGEGSLLFEAASMLLWGDAGLSLELRARTVVEMLLHRHYYLQGMIDSKVMLQAVRYSLCSEESPEMTSLPPATLEAIFDADVKASCFPSSFSNVWHLYALASVLQRNIYSIYPMRNLKIRPYFNRVIRPRRCDHVPSTLHIMWAGQPLTSHFFRHQYFAPVVGLEEVEAEGAPGVAPALPALAPLSSPAKTLELLNREPGLSYSHLCERYSVTKSTFYRWR.... Result: 1 (the proteins interact). (6) Protein 1 (ENSG00000197448) has sequence MGPLPRTVELFYDVLSPYSWLGFEILCRYQNIWNINLQLRPSLITGIMKDSGNKPPGLLPRKGLYMANDLKLLRHHLQIPIHFPKDFLSVMLEKGSLSAMRFLTAVNLEHPEMLEKASRELWMRVWSRNEDITEPQSILAAAEKAGMSAEQAQGLLEKIATPKVKNQLKETTEAACRYGAFGLPITVAHVDGQTHMLFGSDRMELLAHLLGEKWMGPIPPAVNARL*MGPLPRTVELFYDVLSPYSWLGFEILCRYQNIWNINLQLRPSLITGIMKDSGNKPPGLLPRKGLYMANDLKLL.... Protein 2 (ENSG00000197566) has sequence MSLQDSTLSREGKPEGEIMAAVFFSVGRLSPEVTQPDEDLHLQAEETQLVKESVTFKDVAIDFTLEEWRLMDPTQRNLHKDVMLENYRNLVSLGLAVSKPDMISHLENGKGPWVTVREISRIPYPDMEPKPATKKATRTKAISEDLSQEAILEKLTENGLWDSRMEGLWKWNDRILRLQNNQENHLSQRIIPLKKTPTSQRGFRFESILIPEPGIATEELHSRCQTQEENFTENLNLITDTHLGKIICKEMKGSKAIRQTSELTLGKKSNNKEKPYKCSTCEKAFHYRSLLIQHQRTHTK.... Result: 0 (the proteins do not interact). (7) Protein 1 (ENSG00000181778) has sequence MQNRTGLILCALALLMGFLMVCLGAFFISWGSIFDCQGSLIAAYLLLPLGFVILLSGIFWSNYRQVTESKGVLRHMLRQHLAHGALPVATVDRPDFYPPAYEESLEVEKQSCPAEREASGIPPPLYTETGLEFQDGNDSHPEAPPSYRESIAGLVVTAISEDAQRRGQEC*. Protein 2 (ENSG00000129472) has sequence MTYAYLFKYIIIGDTGVGKSCLLLQFTDKRFQPVHDLTIGVEFGARMVNIDGKQIKLQIWDTAGQESFRSITRSYYRGAAGALLVYDITRRETFNHLTSWLEDARQHSSSNMVIMLIGNKSDLESRRDVKREEGEAFAREHGLIFMETSAKTACNVEEAFINTAKEIYRKIQQGLFDVHNEANGIKIGPQQSISTSVGPSASQRNSRDIGSNSGCC*MTYAYLFKYIIIGDTGVGKSCLLLQFTDKRFQPVHDLTIGVEFGARMVNIDGKQIKLQIWDT*MTYAYLFKYIIIGDTGVGKS.... Result: 0 (the proteins do not interact). (8) Protein 1 (ENSG00000221946) has sequence MATPTQTPTKAPEEPDPFYYDYNTVQTVGMTLATILFLLGILIVISKKVKCRKADSRSESPTCKSCKSELPSSAPGGGGV*MATPTQTPTKAPEEPDPFYYDYNTVQTVGMTLATILFLLGILIVISKKVKCRKADSSPTCKSCKSELPSSAPGGGGV*MATPTQTPTKAPEEPDPFYYDYNTVQTVGMTLATILFLLGILIVISKCDPFLGCLSLRFLCWLSSISYPLCPVFLFCLSLPTGKKVKCRKADSRSESPTCKSCKSELPSSAPGGGGV*. Protein 2 (ENSG00000130803) has sequence MAALSPTFATSTQDSTCLQDSEFPVSSKDHSCPQNLDLFVCSGLEPHTPSVGSQESVTFQDVAVDFTEKEWPLLDSSQRKLYKDVMLENYSNLTSLGYQVGKPSLISHLEQEEEPRTEERGAHQGACADWETPSKTKWSLLMEDIFGKETPSGVTMERAGLGEKSTEYAHLFEVFGMDPHLTQPMGRHAGKRPYHRRDYGVAFKGRPHLTQHMSMYDGRKMHECHQCQKAFTTSASLTRHRRIHTGEKPYECSDCGKAFNDPSALRSHARTHLKEKPFDCSQCGNAFRTLSALKIHMRVH.... Result: 0 (the proteins do not interact).